From a dataset of HIV replication inhibition screening data with 41,000+ compounds from the AIDS Antiviral Screen. Binary Classification. Given a drug SMILES string, predict its activity (active/inactive) in a high-throughput screening assay against a specified biological target. (1) The compound is CCOC(=O)C(NC(=O)CC)(N1CCN(c2cc3c(cc2F)c(=O)c(C(=O)O)cn3C2CC2)CC1)C(F)(F)F. The result is 0 (inactive). (2) The drug is C=CN(c1ccccc1)c1nc(O)nc(O)n1. The result is 0 (inactive). (3) The molecule is CCOC(=O)Cc1cc(=O)oc2c3c(cc(OC(C)C)c12)OC(C)C(C)C3=O. The result is 0 (inactive). (4) The molecule is CCOC(=O)C=CC(O[Si](CC)(CC)CC)C(C)(C)C. The result is 0 (inactive). (5) The drug is CCOc1ccccc1NC(=O)C(=O)Cc1nc2ccccc2s1. The result is 0 (inactive). (6) The drug is CSCCC(NC(=O)C(CC(C)C)NC(=O)C1CCCN1C(=O)C(Cc1ccccc1)NC(=O)C(Cc1ccccc1)NC(=O)C(CCC(=O)O)NC(=O)OC(C)(C)C)C(N)=O. The result is 0 (inactive).